From a dataset of Full USPTO retrosynthesis dataset with 1.9M reactions from patents (1976-2016). Predict the reactants needed to synthesize the given product. (1) Given the product [C:1]([NH:4][C:5]1[C:6]2[N:7]=[CH:8][N:9]([C:42]=2[N:43]=[CH:44][N:45]=1)[C@@H:10]1[O:41][C@H:15]([CH2:16][O:17][C:18]([C:35]2[CH:36]=[CH:37][CH:38]=[CH:39][CH:40]=2)([C:19]2[CH:20]=[CH:21][C:22]([O:25][CH3:26])=[CH:23][CH:24]=2)[C:27]2[CH:32]=[CH:31][C:30]([O:33][CH3:34])=[CH:29][CH:28]=2)[C@@H:13]([OH:14])[C@H:11]1[O:12][CH2:60][O:59][CH2:58][CH2:57][C:55]#[N:56])(=[O:3])[CH3:2], predict the reactants needed to synthesize it. The reactants are: [C:1]([NH:4][C:5]1[C:6]2[N:7]=[CH:8][N:9]([C:42]=2[N:43]=[CH:44][N:45]=1)[C@@H:10]1[O:41][C@H:15]([CH2:16][O:17][C:18]([C:35]2[CH:40]=[CH:39][CH:38]=[CH:37][CH:36]=2)([C:27]2[CH:32]=[CH:31][C:30]([O:33][CH3:34])=[CH:29][CH:28]=2)[C:19]2[CH:24]=[CH:23][C:22]([O:25][CH3:26])=[CH:21][CH:20]=2)[C@@H:13]([OH:14])[C@H:11]1[OH:12])(=[O:3])[CH3:2].C(N(C(C)C)CC)(C)C.[C:55]([CH2:57][CH2:58][O:59][CH2:60]Cl)#[N:56].C(=O)(O)[O-].[Na+]. (2) Given the product [OH:1][C:2]1[CH:3]=[CH:4][C:5]([CH2:8][CH2:9][CH2:10][CH2:11][C:12]([N:28]([CH2:30][C:31]2[CH:36]=[CH:35][CH:34]=[CH:33][C:32]=2[O:37][CH:38]([CH3:40])[CH3:39])[CH3:26])=[O:14])=[CH:6][CH:7]=1, predict the reactants needed to synthesize it. The reactants are: [OH:1][C:2]1[CH:7]=[CH:6][C:5]([CH2:8][CH2:9][CH2:10][CH2:11][C:12]([OH:14])=O)=[CH:4][CH:3]=1.OC1C=CC(SCCC[C:26]([N:28]([CH2:30][C:31]2[CH:36]=[CH:35][CH:34]=[CH:33][C:32]=2[O:37][CH:38]([CH3:40])[CH3:39])C)=O)=CC=1. (3) Given the product [NH2:18][CH2:19][C:20]1[CH:25]=[CH:24][C:23]([C:2]2[N:6]3[N:7]=[C:8]([N:11]([CH2:13][CH2:14][CH2:15][CH3:16])[CH3:12])[CH:9]=[CH:10][C:5]3=[N:4][CH:3]=2)=[CH:22][CH:21]=1, predict the reactants needed to synthesize it. The reactants are: Br[C:2]1[N:6]2[N:7]=[C:8]([N:11]([CH2:13][CH2:14][CH2:15][CH3:16])[CH3:12])[CH:9]=[CH:10][C:5]2=[N:4][CH:3]=1.Cl.[NH2:18][CH2:19][C:20]1[CH:25]=[CH:24][C:23](B(O)O)=[CH:22][CH:21]=1.O.[O-]P([O-])([O-])=O.[K+].[K+].[K+].ClCCl.N#N. (4) Given the product [F:23][C:24]1[CH:29]=[CH:28][C:27]([N:6]2[C:5]3[CH:9]=[CH:10][C:11]([N:13]([S:18]([CH3:21])(=[O:19])=[O:20])[S:14]([CH3:17])(=[O:16])=[O:15])=[CH:12][C:4]=3[O:3][C:2]([CH3:22])([CH3:1])[C:7]2=[O:8])=[CH:26][CH:25]=1, predict the reactants needed to synthesize it. The reactants are: [CH3:1][C:2]1([CH3:22])[C:7](=[O:8])[NH:6][C:5]2[CH:9]=[CH:10][C:11]([N:13]([S:18]([CH3:21])(=[O:20])=[O:19])[S:14]([CH3:17])(=[O:16])=[O:15])=[CH:12][C:4]=2[O:3]1.[F:23][C:24]1[CH:29]=[CH:28][C:27](B2OB([C:27]3[CH:28]=[CH:29][C:24]([F:23])=[CH:25][CH:26]=3)OB([C:27]3[CH:28]=[CH:29][C:24]([F:23])=[CH:25][CH:26]=3)O2)=[CH:26][CH:25]=1.C(N(CCCC)CCCC)CCC.Cl. (5) Given the product [ClH:1].[Cl:20][C:21]1[CH:22]=[C:23]([CH:25]=[CH:26][CH:27]=1)[NH:24][C:10]1[C:9]2[C:4](=[CH:5][CH:6]=[CH:7][C:8]=2[O:12][CH:13]2[CH2:18][CH2:17][N:16]([CH3:19])[CH2:15][CH2:14]2)[N:3]=[CH:2][N:11]=1, predict the reactants needed to synthesize it. The reactants are: [Cl:1][C:2]1[N:11]=[CH:10][C:9]2[C:4](=[CH:5][CH:6]=[CH:7][C:8]=2[O:12][CH:13]2[CH2:18][CH2:17][N:16]([CH3:19])[CH2:15][CH2:14]2)[N:3]=1.[Cl:20][C:21]1[CH:22]=[C:23]([CH:25]=[CH:26][CH:27]=1)[NH2:24]. (6) Given the product [OH:17][CH2:16][CH2:15][O:14][C:11]1[N:12]=[N:13][C:8]([C:6]2[CH:7]=[C:2]([NH:1][C:30](=[O:31])[C:29]3[CH:33]=[CH:34][N:35]=[C:27]([C:26]([F:37])([F:25])[F:36])[CH:28]=3)[CH:3]=[CH:4][C:5]=2[CH3:24])=[CH:9][C:10]=1[N:18]1[CH2:19][CH2:20][O:21][CH2:22][CH2:23]1, predict the reactants needed to synthesize it. The reactants are: [NH2:1][C:2]1[CH:3]=[CH:4][C:5]([CH3:24])=[C:6]([C:8]2[N:13]=[N:12][C:11]([O:14][CH2:15][CH2:16][OH:17])=[C:10]([N:18]3[CH2:23][CH2:22][O:21][CH2:20][CH2:19]3)[CH:9]=2)[CH:7]=1.[F:25][C:26]([F:37])([F:36])[C:27]1[CH:28]=[C:29]([CH:33]=[CH:34][N:35]=1)[C:30](O)=[O:31].C(Cl)CCl.C1C=NC2N(O)N=NC=2C=1. (7) Given the product [I:29][C:30]1[CH:31]=[C:32]2[C:36](=[CH:37][CH:38]=1)[NH:35][C:34]([C:48]([NH2:59])=[O:50])=[C:33]2[S:53]([N:7]([CH:8]1[CH2:9][CH2:10]1)[CH3:6])(=[O:54])=[O:55], predict the reactants needed to synthesize it. The reactants are: ClC1C=C2[C:8](=[CH:9][CH:10]=1)[N:7](S(C1C=CC=CC=1)(=O)=O)[C:6](C(OCC)=O)=C2S(Cl)(=O)=O.[I:29][C:30]1[CH:31]=[C:32]2[C:36](=[CH:37][CH:38]=1)[N:35](S(C1C=CC=CC=1)(=O)=O)[C:34]([C:48]([O:50]CC)=O)=[C:33]2[S:53](Cl)(=[O:55])=[O:54].Cl.C[NH2:59]. (8) Given the product [CH3:27][C:25]1[N:1]=[C:2]2[S:6][C:5]3[CH2:7][CH2:8][CH2:9][CH2:10][C:4]=3[C:3]2=[C:11]([C:13]2[CH:21]=[CH:20][C:16]3[O:17][CH2:18][O:19][C:15]=3[CH:14]=2)[C:24]=1[CH2:23][C:22]([O:29][CH3:30])=[O:28], predict the reactants needed to synthesize it. The reactants are: [NH2:1][C:2]1[S:6][C:5]2[CH2:7][CH2:8][CH2:9][CH2:10][C:4]=2[C:3]=1[C:11]([C:13]1[CH:21]=[CH:20][C:16]2[O:17][CH2:18][O:19][C:15]=2[CH:14]=1)=O.[C:22]([O:29][CH3:30])(=[O:28])[CH2:23][CH2:24][C:25]([CH3:27])=O.Cl[Si](C)(C)C. (9) Given the product [C:4]1([CH:10]2[CH:11]([C:12]([O:14][CH2:15][CH3:16])=[O:13])[CH2:17][CH2:18][CH2:19][NH:20]2)[CH:5]=[CH:6][CH:7]=[CH:8][CH:9]=1, predict the reactants needed to synthesize it. The reactants are: C(O)C.[C:4]1([C:10]2[N:20]=[CH:19][CH:18]=[CH:17][C:11]=2[C:12]([O:14][CH2:15][CH3:16])=[O:13])[CH:9]=[CH:8][CH:7]=[CH:6][CH:5]=1.[H][H].